Dataset: Reaction yield outcomes from USPTO patents with 853,638 reactions. Task: Predict the reaction yield, written as a fraction of the theoretical maximum amount of product (1.0 means a 100% yield; for example, 0.34 means a 34% yield). (1) The reactants are [CH:1]1([C:7]2[NH:8][C:9]3[C:14]([C:15]=2[CH:16]=[O:17])=[CH:13][C:12]([O:18][CH3:19])=[CH:11][CH:10]=3)[CH2:6][CH2:5][CH2:4][CH2:3][CH2:2]1.[H-].[Na+].I[CH2:23][CH3:24]. The catalyst is CN(C=O)C. The product is [CH:1]1([C:7]2[N:8]([CH2:23][CH3:24])[C:9]3[C:14]([C:15]=2[CH:16]=[O:17])=[CH:13][C:12]([O:18][CH3:19])=[CH:11][CH:10]=3)[CH2:2][CH2:3][CH2:4][CH2:5][CH2:6]1. The yield is 0.750. (2) The reactants are FC(F)(F)C(O)=O.[Cl:8][C:9]1[N:10]=[CH:11][N:12]([C:14]2[CH:19]=[CH:18][C:17]([NH:20][C:21]3[N:38]=[C:24]4[CH:25]([C:31]5[CH:36]=[CH:35][C:34]([F:37])=[CH:33][CH:32]=5)[CH2:26]C(=O)[CH2:28][CH2:29][N:23]4[N:22]=3)=[CH:16][C:15]=2[O:39][CH3:40])[CH:13]=1.[CH:41]([O:46][CH3:47])([O:44][CH3:45])OC.S(O)(C1C=CC(C)=CC=1)(=O)=O. The catalyst is CO. The product is [Cl:8][C:9]1[N:10]=[CH:11][N:12]([C:14]2[CH:19]=[CH:18][C:17]([NH:20][C:21]3[N:38]=[C:24]4[CH:25]([C:31]5[CH:36]=[CH:35][C:34]([F:37])=[CH:33][CH:32]=5)[CH2:26][C:41]([O:44][CH3:45])([O:46][CH3:47])[CH2:28][CH2:29][N:23]4[N:22]=3)=[CH:16][C:15]=2[O:39][CH3:40])[CH:13]=1. The yield is 0.460. (3) The reactants are Br[C:2]1[CH:3]=[C:4]([C:16]2[CH:21]=[CH:20][CH:19]=[CH:18][CH:17]=2)[C:5]2[N:6]([CH:8]=[C:9]([C:11]([O:13][CH2:14][CH3:15])=[O:12])[N:10]=2)[CH:7]=1.[C:22]([O:26][C:27](=[O:50])[N:28]([C:43]([O:45][C:46]([CH3:49])([CH3:48])[CH3:47])=[O:44])[C:29]1[S:30][C:31](B2OC(C)(C)C(C)(C)O2)=[CH:32][N:33]=1)([CH3:25])([CH3:24])[CH3:23].[O-]P([O-])([O-])=O.[K+].[K+].[K+].C(OCC)(=O)C. The catalyst is C1(C)C=CC=CC=1.C(O)C.C1C=CC([P]([Pd]([P](C2C=CC=CC=2)(C2C=CC=CC=2)C2C=CC=CC=2)([P](C2C=CC=CC=2)(C2C=CC=CC=2)C2C=CC=CC=2)[P](C2C=CC=CC=2)(C2C=CC=CC=2)C2C=CC=CC=2)(C2C=CC=CC=2)C2C=CC=CC=2)=CC=1. The product is [C:22]([O:26][C:27]([N:28]([C:43]([O:45][C:46]([CH3:49])([CH3:48])[CH3:47])=[O:44])[C:29]1[S:30][C:31]([C:2]2[CH:3]=[C:4]([C:16]3[CH:21]=[CH:20][CH:19]=[CH:18][CH:17]=3)[C:5]3[N:6]([CH:8]=[C:9]([C:11]([O:13][CH2:14][CH3:15])=[O:12])[N:10]=3)[CH:7]=2)=[CH:32][N:33]=1)=[O:50])([CH3:25])([CH3:24])[CH3:23]. The yield is 0.150.